Dataset: Experimentally validated miRNA-target interactions with 360,000+ pairs, plus equal number of negative samples. Task: Binary Classification. Given a miRNA mature sequence and a target amino acid sequence, predict their likelihood of interaction. (1) The miRNA is hsa-miR-2682-5p with sequence CAGGCAGUGACUGUUCAGACGUC. The protein sequence of the target gene is MRQRLLPSVTSLLLVALLFPGSSQARHVNHSATEALGELRERAPGQGTNGFQLLRHAVKRDLLPPRTPPYQVHISHQEARGPSFKICVGFLGPRWARGCSTGNEKYHLPYAARDLQTFFLPFW. Result: 0 (no interaction). (2) The miRNA is hsa-miR-548g-5p with sequence UGCAAAAGUAAUUGCAGUUUUUG. The protein sequence of the target gene is MFQPAPKRCFTIESLVAKDSPLPASRSEDPIRPAALSYANSSPINPFLNGFHSAAAAAAGRGVYSNPDLVFAEAVSHPPNPAVPVHPVPPPHALAAHPLPSSHSPHPLFASQQRDPSTFYPWLIHRYRYLGHRFQGNDTSPESFLLHNALARKPKRIRTAFSPSQLLRLEHAFEKNHYVVGAERKQLAHSLSLTETQVKVWFQNRRTKFKRQKLEEEGSDSQQKKKGTHHINRWRIATKQASPEEIDVTSDD. Result: 0 (no interaction). (3) The miRNA is hsa-miR-548av-5p with sequence AAAAGUACUUGCGGAUUU. The protein sequence of the target gene is MSVKKKDLITLQDPEAKYPLPLIEKEQISHNTRRFRFGLPSPDHVLGLPVGNYVHLLAQINNELVIRAYTPVSSDDDQGFVDLIIKIYFKNVHPKYPEGGKMTQYLENMKIGDTILFRGPTGRLFYNEPGTLLIKANKTSEPEKKLVHHLGMIAGGTGITPMLQLIRHITKDTSDETRMSLLFANQTEEDILLRKELEEVATTHHKQFNLWYTLDRPPSDWKYSSGFVSADMIKEHLPPPGEDTLILVCGPPPLIQAAAHPSLEQLSYTKDMIFIY. Result: 0 (no interaction). (4) The miRNA is hsa-miR-4436b-5p with sequence GUCCACUUCUGCCUGCCCUGCC. The protein sequence of the target gene is MFRTAVMMAASLALTGAVVAHAYYLKHQFYPTVVYLTKSSPSMAVLYIQAFVLVFLLGKVMGKVFFGQLRAAEMEHLLERSWYAVTETCLAFTVFRDDFSPRFVALFTLLLFLKCFHWLAEDRVDFMERSPNISWLFHCRIVSLMFLLGILDFLFVSHAYHSILTRGASVQLVFGFEYAILMTMVLTIFIKYVLHSVDLQSENPWDNKAVYMLYTELFTGFIKVLLYMAFMTIMIKVHTFPLFAIRPMYLAMRQFKKAVTDAIMSRRAIRNMNTLYPDATPEELQAMDNVCIICREEMVT.... Result: 1 (interaction). (5) The protein sequence of the target gene is MASLLARMGNSRRQNAAFMPFAHSMLRALGRSLGPLIANIAERNIQSFSGRAELGPGEETFENWLSQVHEVLPDWPMSEEEKIKRLMRTLRGPAREAMRLFQADNPNLNVAEFLRAMKLLFGASESSITAHGKFLSTLQAQGEKPSLYVIRLEVQLQNAIQAGVLPQSEANRTRLHQLLVGAELSRELRTKLKGLLQMHAHNEQENLPDFLELIRMIREEEDWDETFLRNKRPRRSETVMERAASPVVFQGSLPIVIGSADCNVIEIDDSQDDSDEDVILVEPEDPPLSSPGASSLRGTA.... Result: 0 (no interaction). The miRNA is hsa-miR-3197 with sequence GGAGGCGCAGGCUCGGAAAGGCG. (6) The miRNA is hsa-miR-4707-5p with sequence GCCCCGGCGCGGGCGGGUUCUGG. The protein sequence of the target gene is MAPALLLIPAALASFILAFGTGVEFVRFTSLRPLLGGIPESGGPDARQGWLAALQDRSILAPLAWDLGLLLLFVGQHSLMAAERVKAWTSRYFGVLQRSLYVACTALALQLVMRYWEPIPKGPVLWEARAEPWATWVPLLCFVLHVISWLLIFSILLVFDYAELMGLKQVYYHVLGLGEPLALKSPRALRLFSHLRHPVCVELLTVLWVVPTLGTDRLLLAFLLTLYLGLAHGLDQQDLRYLRAQLQRKLHLLSRPQDGEAE. Result: 0 (no interaction).